This data is from Forward reaction prediction with 1.9M reactions from USPTO patents (1976-2016). The task is: Predict the product of the given reaction. (1) Given the reactants C(NCC)C.[CH2:6]([O:13][NH:14][C@H:15]1[CH2:20][N:19](C(OCC2C3C=CC=CC=3C3C2=CC=CC=3)=O)[CH:18]([C:38](=[O:40])[NH2:39])[C:17]([CH2:41][O:42][Si:43]([C:46]([CH3:49])([CH3:48])[CH3:47])([CH3:45])[CH3:44])=[CH:16]1)[C:7]1[CH:12]=[CH:11][CH:10]=[CH:9][CH:8]=1, predict the reaction product. The product is: [CH2:6]([O:13][NH:14][C@H:15]1[CH2:20][NH:19][CH:18]([C:38]([NH2:39])=[O:40])[C:17]([CH2:41][O:42][Si:43]([C:46]([CH3:49])([CH3:48])[CH3:47])([CH3:44])[CH3:45])=[CH:16]1)[C:7]1[CH:12]=[CH:11][CH:10]=[CH:9][CH:8]=1. (2) Given the reactants CS(O[CH2:6][C:7]1[CH:12]=[CH:11][CH:10]=[C:9]([NH:13][C:14]2[N:19]=[CH:18][C:17]([C:20]3[CH:25]=[CH:24][C:23]([O:26][CH:27]([F:29])[F:28])=[CH:22][CH:21]=3)=[CH:16][N:15]=2)[CH:8]=1)(=O)=O.[NH:30]1[CH2:35][CH2:34][CH:33]([C:36]([O:38]C)=[O:37])[CH2:32][CH2:31]1.[Li+].[OH-], predict the reaction product. The product is: [F:29][CH:27]([F:28])[O:26][C:23]1[CH:24]=[CH:25][C:20]([C:17]2[CH:18]=[N:19][C:14]([NH:13][C:9]3[CH:8]=[C:7]([CH:12]=[CH:11][CH:10]=3)[CH2:6][N:30]3[CH2:31][CH2:32][CH:33]([C:36]([OH:38])=[O:37])[CH2:34][CH2:35]3)=[N:15][CH:16]=2)=[CH:21][CH:22]=1. (3) Given the reactants Br[C:2]1[CH:11]=[CH:10][C:9]2[C:4](=[CH:5][CH:6]=[CH:7][CH:8]=2)[CH:3]=1.Cl, predict the reaction product. The product is: [CH:3]1[C:4]2[C:9](=[CH:8][CH:7]=[CH:6][CH:5]=2)[CH:10]=[CH:11][C:2]=1[C:3]1[CH:2]=[CH:11][CH:10]=[CH:9][C:4]=1[CH3:5]. (4) Given the reactants [NH2:1][C:2]1[CH:7]=[CH:6][CH:5]=[CH:4][C:3]=1[OH:8].Cl.[OH-:10].[Na+], predict the reaction product. The product is: [NH2:1][C:2]1[C:3](=[O:8])[CH:4]=[C:5]2[C:6](=[N:1][C:2]3[C:7]([O:10]2)=[CH:6][CH:5]=[CH:4][CH:3]=3)[CH:7]=1. (5) Given the reactants [F:1][C:2]1[C:10]2[O:9][C:8]([C:17]3[CH:22]=[CH:21][CH:20]=[CH:19][CH:18]=3)([C:11]3[CH:16]=[CH:15][CH:14]=[CH:13][CH:12]=3)[O:7][C:6]=2[CH:5]=[CH:4][CH:3]=1.CN(CCN(C)C)C.C([Li])CCC.[C:36](=[O:38])=[O:37], predict the reaction product. The product is: [F:1][C:2]1[C:10]2[O:9][C:8]([C:17]3[CH:18]=[CH:19][CH:20]=[CH:21][CH:22]=3)([C:11]3[CH:16]=[CH:15][CH:14]=[CH:13][CH:12]=3)[O:7][C:6]=2[CH:5]=[CH:4][C:3]=1[C:36]([OH:38])=[O:37]. (6) Given the reactants [OH:1][C:2]1[CH:9]=[CH:8][C:5]([CH:6]=[O:7])=[CH:4][C:3]=1[CH3:10].Br[CH2:12][CH2:13][O:14][CH3:15], predict the reaction product. The product is: [CH3:15][O:14][CH2:13][CH2:12][O:1][C:2]1[CH:9]=[CH:8][C:5]([CH:6]=[O:7])=[CH:4][C:3]=1[CH3:10]. (7) The product is: [F:1][C:2]1[CH:7]=[CH:6][C:5]([C@H:8]([NH:10][C:11]([C:13]2([OH:27])[CH2:18][CH2:17][CH:16]([OH:19])[CH2:15][CH2:14]2)=[O:12])[CH3:9])=[CH:4][CH:3]=1. Given the reactants [F:1][C:2]1[CH:7]=[CH:6][C:5]([C@H:8]([NH:10][C:11]([C:13]2([OH:27])[CH2:18][CH2:17][CH:16]([O:19][Si](C(C)(C)C)(C)C)[CH2:15][CH2:14]2)=[O:12])[CH3:9])=[CH:4][CH:3]=1.CCCC[N+](CCCC)(CCCC)CCCC.[F-], predict the reaction product. (8) Given the reactants [NH2:1][C:2]1[N:10]=[C:9]([O:11][CH2:12][CH2:13][CH2:14][CH3:15])[N:8]=[C:7]2[C:3]=1[N:4]=[C:5]([O:32]C)[N:6]2[CH2:16][CH2:17][N:18]1[CH2:23][CH2:22][CH:21]([NH:24]C(=O)OC(C)(C)C)[CH2:20][CH2:19]1.Cl.O1CCOCC1, predict the reaction product. The product is: [NH2:1][C:2]1[N:10]=[C:9]([O:11][CH2:12][CH2:13][CH2:14][CH3:15])[N:8]=[C:7]2[C:3]=1[NH:4][C:5](=[O:32])[N:6]2[CH2:16][CH2:17][N:18]1[CH2:19][CH2:20][CH:21]([NH2:24])[CH2:22][CH2:23]1.